This data is from Forward reaction prediction with 1.9M reactions from USPTO patents (1976-2016). The task is: Predict the product of the given reaction. The product is: [CH2:21]([N:22]([CH2:23][CH3:24])[C:13](=[O:15])[C:12]1[CH:16]=[CH:17][CH:18]=[C:10]([NH:9][CH2:8][C:6]([O:5][C:1]([CH3:2])([CH3:3])[CH3:4])=[O:7])[CH:11]=1)[CH3:19]. Given the reactants [C:1]([O:5][C:6]([CH2:8][NH:9][C:10]1[CH:11]=[C:12]([CH:16]=[CH:17][CH:18]=1)[C:13]([OH:15])=O)=[O:7])([CH3:4])([CH3:3])[CH3:2].[C:19](C1NC=CN=1)([C:21]1[NH:22][CH:23]=[CH:24]N=1)=O.C(NCC)C.O, predict the reaction product.